This data is from NCI-60 drug combinations with 297,098 pairs across 59 cell lines. The task is: Regression. Given two drug SMILES strings and cell line genomic features, predict the synergy score measuring deviation from expected non-interaction effect. (1) Drug 1: C1=CC(=CC=C1CCC2=CNC3=C2C(=O)NC(=N3)N)C(=O)NC(CCC(=O)O)C(=O)O. Drug 2: C1=NC2=C(N=C(N=C2N1C3C(C(C(O3)CO)O)F)Cl)N. Cell line: OVCAR3. Synergy scores: CSS=40.4, Synergy_ZIP=-2.55, Synergy_Bliss=-4.13, Synergy_Loewe=-0.515, Synergy_HSA=0.107. (2) Drug 1: C1CCC(CC1)NC(=O)N(CCCl)N=O. Drug 2: CCCCC(=O)OCC(=O)C1(CC(C2=C(C1)C(=C3C(=C2O)C(=O)C4=C(C3=O)C=CC=C4OC)O)OC5CC(C(C(O5)C)O)NC(=O)C(F)(F)F)O. Cell line: HT29. Synergy scores: CSS=15.9, Synergy_ZIP=-3.54, Synergy_Bliss=-0.471, Synergy_Loewe=-3.26, Synergy_HSA=-3.18. (3) Drug 1: CC(C1=C(C=CC(=C1Cl)F)Cl)OC2=C(N=CC(=C2)C3=CN(N=C3)C4CCNCC4)N. Drug 2: C1=CN(C=N1)CC(O)(P(=O)(O)O)P(=O)(O)O. Cell line: SK-MEL-28. Synergy scores: CSS=7.18, Synergy_ZIP=1.26, Synergy_Bliss=6.98, Synergy_Loewe=2.85, Synergy_HSA=3.06. (4) Drug 1: CC12CCC3C(C1CCC2=O)CC(=C)C4=CC(=O)C=CC34C. Drug 2: CC=C1C(=O)NC(C(=O)OC2CC(=O)NC(C(=O)NC(CSSCCC=C2)C(=O)N1)C(C)C)C(C)C. Cell line: BT-549. Synergy scores: CSS=74.7, Synergy_ZIP=9.47, Synergy_Bliss=8.67, Synergy_Loewe=-0.341, Synergy_HSA=10.3.